Dataset: Experimentally validated miRNA-target interactions with 360,000+ pairs, plus equal number of negative samples. Task: Binary Classification. Given a miRNA mature sequence and a target amino acid sequence, predict their likelihood of interaction. (1) The miRNA is hsa-miR-6073 with sequence GGUAGUGAGUUAUCAGCUAC. The protein sequence of the target gene is MTSQRSPLAPLLLLSLHGVAASLEVSESPGSIQVARGQPAVLPCTFTTSAALINLNVIWMVTPLSNANQPEQVILYQGGQMFDGAPRFHGRVGFTGTMPATNVSIFINNTQLSDTGTYQCLVNNLPDIGGRNIGVTGLTVLVPPSAPHCQIQGSQDIGSDVILLCSSEEGIPRPTYLWEKLDNTLKLPPTATQDQVQGTVTIRNISALSSGLYQCVASNAIGTSTCLLDLQVISPQPRNIGLIAGAIGTGAVIIIFCIALILGAFFYWRSKNKEEEEEEIPNEIREDDLPPKCSSAKAFH.... Result: 0 (no interaction). (2) The miRNA is hsa-miR-891a-3p with sequence AGUGGCACAUGUUUGUUGUGAG. The protein sequence of the target gene is MGLLVFVRNLLLALCLFLVLGFLYYSAWKLHLLQWEDSNSLLLSLDSAGQTLGTEYDRLGFLLKLDSKLPAELATKYANFSEGACKPGYASAMMTAIFPRFSKPAPMFLDDSFRKWARIREFVPPFGIKGQDNLIKAILSVTKEYRLTPALDSLHCRRCIIVGNGGVLANKSLGSRIDDYDIVIRLNSAPVKGFERDVGSKTTLRITYPEGAMQRPEQYERDSLFVLAGFKWQDFKWLKYIVYKERVSASDGFWKSVATRVPKEPPEIRILNPYFIQEAAFTLIGLPFNNGLMGRGNIPT.... Result: 0 (no interaction). (3) The protein sequence of the target gene is MASPDPPATSYAPSDVPSGVALFLTIPFAFFLPELIFGFLVWTMVAATHIVYPLLQGWVMYVSLTSFLISLMFLLSYLFGFYKRFESWRVLDSLYHGTTGILYMSAAVLQVHATIVSEKLLDPRIYYINSAASFFAFIATLLYILHAFSIYYH. The miRNA is hsa-miR-661 with sequence UGCCUGGGUCUCUGGCCUGCGCGU. Result: 0 (no interaction). (4) The miRNA is mmu-miR-30a-5p with sequence UGUAAACAUCCUCGACUGGAAG. The protein sequence of the target gene is MGTALVQRGGCCLLCLSLLLLGCWAELGSGLEFPGAEGQWTRFPKWNACCESEMSFQLKTRSARGLVLYFDDEGFCDFLELILTRGGRLQLSFSIFCAEPATLLADTPVNDGAWHSVRIRRQFRNTTLYIDRAEAKWVEVKSKRRDMTVFSGLFVGGLPPELRAAALKLTLASVREREPFKGWIRDVRVNSSQALPVDGGEVKLDDEPPNSGGGSPCEAGEEGEGGVCLNGGVCSVVDDQAVCDCSRTGFRGKDCSQEDNNVEGLAHLMMGDQGKSKGKEEYIATFKGSEYFCYDLSQNP.... Result: 0 (no interaction). (5) The miRNA is hsa-miR-548ab with sequence AAAAGUAAUUGUGGAUUUUGCU. The protein sequence of the target gene is MTSMASLFSFTSPAVKRLLGWKQGDEEEKWAEKAVDALVKKLKKKKGAMEELEKALSSPGQPSKCVTIPRSLDGRLQVSHRKGLPHVIYCRVWRWPDLQSHHELKPLDICEFPFGSKQKEVCINPYHYKRVESPVLPPVLVPRHNEFNPQHSLLVQFRNLSHNEPHMPQNATFPDSFHQPNNTPFPLSPNSPYPPSPASSTYPNSPASSGPGSPFQLPADTPPPAYMPPDDQMGQDNSQPMDTSNNMIPQIMPSISSRDVQPVAYEEPKHWCSIVYYELNNRVGEAFHASSTSVLVDGFT.... Result: 1 (interaction). (6) The miRNA is hsa-miR-6866-3p with sequence GAUCCCUUUAUCUGUCCUCUAG. The protein sequence of the target gene is MLSHADLLDARLGMKDAAELLGHREAVKCRLGVGGSDPGGHPGDLAPNSDPVEGATLLPGEDITTVGSTPASLAVSAKDPDKQPGPQGGPNPSQAGQQQGQQKQKRHRTRFTPAQLNELERSFAKTHYPDIFMREELALRIGLTESRVQVWFQNRRAKWKKRKKTTNVFRAPGTLLPTPGLPQFPSAAAAAAAAMGDSLCSFHANDTRWAAAAMPGVSQLPLPPALGRQQAMAQSLSQCSLAAGPPPNSMGLSNSLAGSNGAGLQSHLYQPAFPGMVPASLPGPSNVSGSPQLCSSPDSS.... Result: 0 (no interaction).